The task is: Predict the product of the given reaction.. This data is from Forward reaction prediction with 1.9M reactions from USPTO patents (1976-2016). (1) Given the reactants [CH2:1]([O:3][C:4]1[CH:9]=[CH:8][C:7]([S:10]([N:13]2[CH2:18][CH2:17][N:16]([CH2:19][CH3:20])[CH2:15][CH2:14]2)(=[O:12])=[O:11])=[CH:6][C:5]=1[C:21]1[NH:26][C:25](=[O:27])[C:24]2=[C:28]([CH3:34])[N:29]=[C:30]([CH2:31][CH2:32][CH3:33])[N:23]2[N:22]=1)[CH3:2].[Cl:35]CCl.[ClH:38], predict the reaction product. The product is: [ClH:35].[ClH:38].[CH2:1]([O:3][C:4]1[CH:9]=[CH:8][C:7]([S:10]([N:13]2[CH2:14][CH2:15][N:16]([CH2:19][CH3:20])[CH2:17][CH2:18]2)(=[O:12])=[O:11])=[CH:6][C:5]=1[C:21]1[NH:26][C:25](=[O:27])[C:24]2=[C:28]([CH3:34])[N:29]=[C:30]([CH2:31][CH2:32][CH3:33])[N:23]2[N:22]=1)[CH3:2]. (2) Given the reactants [Na].[NH:2]1[CH:6]=[N:5][CH:4]=[N:3]1.[H-].[Na+].Br[CH2:10][CH2:11][CH2:12][Cl:13].O, predict the reaction product. The product is: [Cl:13][CH2:12][CH2:11][CH2:10][N:2]1[CH:6]=[N:5][CH:4]=[N:3]1. (3) Given the reactants [NH2:1][C:2]1[S:3][C:4]2[C:10]([Br:11])=[CH:9][CH:8]=[C:7]([O:12][CH3:13])[C:5]=2[N:6]=1.N1C=CC=CC=1.[CH3:20][C:21]1[S:25][C:24]([C:26](Cl)=[O:27])=[CH:23][CH:22]=1, predict the reaction product. The product is: [Br:11][C:10]1[C:4]2[S:3][C:2]([NH:1][C:26]([C:24]3[S:25][C:21]([CH3:20])=[CH:22][CH:23]=3)=[O:27])=[N:6][C:5]=2[C:7]([O:12][CH3:13])=[CH:8][CH:9]=1. (4) Given the reactants [CH3:1][C:2]([OH:12])([CH2:6][CH2:7][CH:8]=[C:9]([CH3:11])[CH3:10])[C:3]#[C:4][CH3:5].[H-].[H-].[H-].[H-].[Li+].[Al+3], predict the reaction product. The product is: [CH3:1][C:2]([OH:12])([CH2:6][CH2:7][CH:8]=[C:9]([CH3:11])[CH3:10])/[CH:3]=[CH:4]/[CH3:5]. (5) The product is: [F:27][CH:12]([CH2:11][N:9]1[CH:10]=[C:6]([NH:5][C:3](=[O:4])[CH2:2][N:32]2[CH2:33][CH:30]([F:29])[CH2:31]2)[N:7]=[N:8]1)[CH2:13][CH2:14][N:15]1[CH:19]=[C:18]([C:20]([O:22][C:23]([CH3:26])([CH3:25])[CH3:24])=[O:21])[N:17]=[N:16]1. Given the reactants Cl[CH2:2][C:3]([NH:5][C:6]1[N:7]=[N:8][N:9]([CH2:11][CH:12]([F:27])[CH2:13][CH2:14][N:15]2[CH:19]=[C:18]([C:20]([O:22][C:23]([CH3:26])([CH3:25])[CH3:24])=[O:21])[N:17]=[N:16]2)[CH:10]=1)=[O:4].Cl.[F:29][CH:30]1[CH2:33][NH:32][CH2:31]1.C([O-])([O-])=O.[K+].[K+], predict the reaction product. (6) Given the reactants Br[C:2]1[C:3]([F:19])=[CH:4][C:5]2[O:11][CH2:10][CH2:9][N:8]3[CH:12]=[C:13]([C:15]([NH2:17])=[O:16])[N:14]=[C:7]3[C:6]=2[CH:18]=1.[C:20]([C:22]1([OH:30])[CH2:27][CH2:26][CH2:25][N:24]([CH3:28])[C:23]1=[O:29])#[CH:21], predict the reaction product. The product is: [F:19][C:3]1[C:2]([C:21]#[C:20][C:22]2([OH:30])[CH2:27][CH2:26][CH2:25][N:24]([CH3:28])[C:23]2=[O:29])=[CH:18][C:6]2[C:7]3[N:8]([CH:12]=[C:13]([C:15]([NH2:17])=[O:16])[N:14]=3)[CH2:9][CH2:10][O:11][C:5]=2[CH:4]=1. (7) Given the reactants [Cl:1][C:2]1[CH:21]=[C:20]([C:22]2[CH:23]=[N:24][CH:25]=[CH:26][CH:27]=2)[CH:19]=[CH:18][C:3]=1[CH2:4][C:5]1([CH3:17])[CH2:9][CH2:8][N:7]([CH:10]2[CH2:15][CH2:14][CH2:13][CH2:12][CH2:11]2)[C:6]1=[O:16].[Cl-].[NH4+], predict the reaction product. The product is: [Cl-:1].[NH4+:7].[Cl:1][C:2]1[CH:21]=[C:20]([C:22]2[CH:23]=[N:24][CH:25]=[CH:26][CH:27]=2)[CH:19]=[CH:18][C:3]=1[CH2:4][C:5]1([CH3:17])[CH2:9][CH2:8][N:7]([CH:10]2[CH2:15][CH2:14][CH2:13][CH2:12][CH2:11]2)[C:6]1=[O:16].